From a dataset of Full USPTO retrosynthesis dataset with 1.9M reactions from patents (1976-2016). Predict the reactants needed to synthesize the given product. (1) The reactants are: [CH3:1][C:2]1[O:6][C:5]([C:7]2[CH:12]=[CH:11][CH:10]=[CH:9][CH:8]=2)=[N:4][C:3]=1[CH2:13][OH:14].[H-].[Na+].[H][H].Cl[C:20]1[CH:25]=[C:24]([C:26]([O:28][CH3:29])=[O:27])[CH:23]=[CH:22][N:21]=1. Given the product [CH3:1][C:2]1[O:6][C:5]([C:7]2[CH:12]=[CH:11][CH:10]=[CH:9][CH:8]=2)=[N:4][C:3]=1[CH2:13][O:14][C:20]1[CH:25]=[C:24]([C:26]([O:28][CH3:29])=[O:27])[CH:23]=[CH:22][N:21]=1, predict the reactants needed to synthesize it. (2) Given the product [CH2:8]([O:7][C:5]([NH:4][C:3]1[CH:10]=[CH:11][C:12]([C:14]([CH3:17])([CH3:16])[CH3:15])=[CH:13][C:2]=1[F:1])=[O:6])[CH3:9], predict the reactants needed to synthesize it. The reactants are: [F:1][C:2]1[CH:13]=[CH:12][CH:11]=[CH:10][C:3]=1[NH:4][C:5]([O:7][CH2:8][CH3:9])=[O:6].[C:14](O)([CH3:17])([CH3:16])[CH3:15].CCCCCC. (3) Given the product [N+:8]([C:11]1[CH:16]=[CH:15][C:14]([CH2:17][CH2:18][C:19]([NH:6][NH2:7])=[O:21])=[CH:13][CH:12]=1)([O-:10])=[O:9], predict the reactants needed to synthesize it. The reactants are: C[Si](C=[N+:6]=[N-:7])(C)C.[N+:8]([C:11]1[CH:16]=[CH:15][C:14]([CH2:17][CH2:18][C:19]([OH:21])=O)=[CH:13][CH:12]=1)([O-:10])=[O:9]. (4) Given the product [N+:1]([C:4]1[CH:5]=[CH:6][C:7]([S:10]([CH3:13])(=[N:12][C:22]([N:16]2[CH2:21][CH2:20][O:19][CH2:18][CH2:17]2)=[O:23])=[O:11])=[CH:8][CH:9]=1)([O-:3])=[O:2], predict the reactants needed to synthesize it. The reactants are: [N+:1]([C:4]1[CH:9]=[CH:8][C:7]([S:10]([CH3:13])(=[NH:12])=[O:11])=[CH:6][CH:5]=1)([O-:3])=[O:2].[H-].[Na+].[N:16]1([C:22](Cl)=[O:23])[CH2:21][CH2:20][O:19][CH2:18][CH2:17]1.